From a dataset of Reaction yield outcomes from USPTO patents with 853,638 reactions. Predict the reaction yield, written as a fraction of the theoretical maximum amount of product (1.0 means a 100% yield; for example, 0.34 means a 34% yield). (1) The reactants are [F:1][C:2]1[CH:3]=[C:4]([CH:32]=[C:33]([F:35])[CH:34]=1)[CH2:5][C@H:6]([NH:24]C(=O)OC(C)(C)C)[C@H:7]([OH:23])[CH2:8][NH:9][CH:10]1[C:19]2[C:14](=[CH:15][CH:16]=[C:17]([CH2:20][CH3:21])[CH:18]=2)[N:13]([CH3:22])[CH2:12][CH2:11]1.Cl. The catalyst is CO.CCOCC. The product is [NH2:24][C@@H:6]([CH2:5][C:4]1[CH:3]=[C:2]([F:1])[CH:34]=[C:33]([F:35])[CH:32]=1)[C@H:7]([OH:23])[CH2:8][NH:9][CH:10]1[C:19]2[C:14](=[CH:15][CH:16]=[C:17]([CH2:20][CH3:21])[CH:18]=2)[N:13]([CH3:22])[CH2:12][CH2:11]1. The yield is 0.780. (2) The reactants are [OH:1][C:2]1[CH:10]=[CH:9][CH:8]=[C:7]([CH3:11])[C:3]=1[C:4]([OH:6])=O.C[Li].[CH3:14]COCC. The catalyst is C1COCC1. The product is [OH:1][C:2]1[CH:10]=[CH:9][CH:8]=[C:7]([CH3:11])[C:3]=1[C:4](=[O:6])[CH3:14]. The yield is 0.920.